Dataset: Full USPTO retrosynthesis dataset with 1.9M reactions from patents (1976-2016). Task: Predict the reactants needed to synthesize the given product. (1) Given the product [F:9][CH2:8][C:4]1[CH:5]=[CH:6][CH:7]=[C:2]([C:13]#[C:12][CH2:11][CH2:10][N:14]2[CH:18]=[C:17]([C:19]3[CH:24]=[CH:23][CH:22]=[CH:21][C:20]=3[CH3:25])[CH:16]=[N:15]2)[N:3]=1, predict the reactants needed to synthesize it. The reactants are: Br[C:2]1[CH:7]=[CH:6][CH:5]=[C:4]([CH2:8][F:9])[N:3]=1.[CH2:10]([N:14]1[CH:18]=[C:17]([C:19]2[CH:24]=[CH:23][CH:22]=[CH:21][C:20]=2[CH3:25])[CH:16]=[N:15]1)[CH2:11][C:12]#[CH:13]. (2) Given the product [C:13]([CH2:12][O:11][N:10]([CH2:16][C:17]1[CH:18]=[CH:19][C:20]([F:23])=[CH:21][CH:22]=1)[C:8]([CH:7]=[C:5]([OH:6])[C:4]([OH:24])=[O:3])=[O:9])([OH:15])=[O:14], predict the reactants needed to synthesize it. The reactants are: CC1(C)[O:6][C:5](=[CH:7][C:8]([N:10]([CH2:16][C:17]2[CH:22]=[CH:21][C:20]([F:23])=[CH:19][CH:18]=2)[O:11][CH2:12][C:13]([OH:15])=[O:14])=[O:9])[C:4](=[O:24])[O:3]1.[OH-].[Li+].Cl. (3) Given the product [CH2:1]([O:8][C:9]([NH:11][CH2:12][CH2:13][CH2:14][O:15][NH2:16])=[O:10])[C:2]1[CH:3]=[CH:4][CH:5]=[CH:6][CH:7]=1, predict the reactants needed to synthesize it. The reactants are: [CH2:1]([O:8][C:9]([NH:11][CH2:12][CH2:13][CH2:14][O:15][N:16]1C(=O)C2=CC=CC=C2C1=O)=[O:10])[C:2]1[CH:7]=[CH:6][CH:5]=[CH:4][CH:3]=1.O1CCCC1.CN. (4) Given the product [F:1][C:2]1[CH:7]=[CH:6][C:5]2[C:8]3([CH2:36][O:37][C:4]=2[CH:3]=1)[CH2:9][CH2:10][N:11]([C:14]([C:16]1[CH:17]=[N:18][C:19]2[N:20]([N:30]=[CH:31][C:32]=2[C:33]([NH:43][S:40]([CH2:38][CH3:39])(=[O:42])=[O:41])=[O:34])[C:21]=1[NH:22][C:23]1[CH:28]=[CH:27][C:26]([CH3:29])=[CH:25][CH:24]=1)=[O:15])[CH2:12][CH2:13]3, predict the reactants needed to synthesize it. The reactants are: [F:1][C:2]1[CH:7]=[CH:6][C:5]2[C:8]3([CH2:36][O:37][C:4]=2[CH:3]=1)[CH2:13][CH2:12][N:11]([C:14]([C:16]1[CH:17]=[N:18][C:19]2[N:20]([N:30]=[CH:31][C:32]=2[C:33](O)=[O:34])[C:21]=1[NH:22][C:23]1[CH:28]=[CH:27][C:26]([CH3:29])=[CH:25][CH:24]=1)=[O:15])[CH2:10][CH2:9]3.[CH2:38]([S:40]([NH2:43])(=[O:42])=[O:41])[CH3:39]. (5) Given the product [Cl:1][C:2]1[CH:7]=[C:6]([Cl:8])[CH:5]=[CH:4][C:3]=1[C:9]1[CH:14]=[CH:13][C:12]([CH2:15][CH3:16])=[C:11]([CH:17]2[C:23](=[O:24])[C:22]([CH3:26])([CH3:25])[O:21][C:20]([CH3:28])([CH3:27])[C:19]2=[O:18])[CH:10]=1, predict the reactants needed to synthesize it. The reactants are: [Cl:1][C:2]1[CH:7]=[C:6]([Cl:8])[CH:5]=[CH:4][C:3]=1[C:9]1[CH:14]=[CH:13][C:12]([CH2:15][CH3:16])=[C:11]([CH:17]2[C:19]3([C:23](=[O:24])[C:22]([CH3:26])([CH3:25])[O:21][C:20]3([CH3:28])[CH3:27])[O:18]2)[CH:10]=1.O.C1(C)C=CC(S(O)(=O)=O)=CC=1. (6) Given the product [Cl:1][C:2]1[CH:7]=[CH:6][C:5]([C:8]2[N:9]=[C:10]([CH2:13][C:14]([N:19]([CH3:20])[CH3:18])=[O:16])[S:11][CH:12]=2)=[CH:4][CH:3]=1, predict the reactants needed to synthesize it. The reactants are: [Cl:1][C:2]1[CH:7]=[CH:6][C:5]([C:8]2[N:9]=[C:10]([CH2:13][C:14]([OH:16])=O)[S:11][CH:12]=2)=[CH:4][CH:3]=1.Cl.[CH3:18][NH:19][CH3:20].CCN=C=NCCCN(C)C.Cl.C1C=CC2N(O)N=NC=2C=1. (7) Given the product [CH3:1][C:2]1([CH3:10])[C:3]([CH3:9])([CH3:8])[CH:4]1[C:5]([NH:11][CH2:12][CH2:13][S:14]([OH:17])(=[O:16])=[O:15])=[O:6], predict the reactants needed to synthesize it. The reactants are: [CH3:1][C:2]1([CH3:10])[CH:4]([C:5](Cl)=[O:6])[C:3]1([CH3:9])[CH3:8].[NH2:11][CH2:12][CH2:13][S:14]([OH:17])(=[O:16])=[O:15].